Dataset: Full USPTO retrosynthesis dataset with 1.9M reactions from patents (1976-2016). Task: Predict the reactants needed to synthesize the given product. (1) Given the product [Cl:35][C:36]1[CH:46]=[C:45]([O:27][C:25]2[CH:24]=[C:14]([C:15]([NH:17][C:18]3[CH:22]=[CH:21][N:20]([CH3:23])[N:19]=3)=[O:16])[CH:13]=[C:12]([O:11][C@@H:10]([CH3:28])[CH2:9][OH:8])[CH:26]=2)[C:44]([F:48])=[CH:43][C:37]=1[C:38]([N:40]([CH3:42])[CH3:41])=[O:39], predict the reactants needed to synthesize it. The reactants are: [Si]([O:8][CH2:9][C@H:10]([CH3:28])[O:11][C:12]1[CH:13]=[C:14]([CH:24]=[C:25]([OH:27])[CH:26]=1)[C:15]([NH:17][C:18]1[CH:22]=[CH:21][N:20]([CH3:23])[N:19]=1)=[O:16])(C(C)(C)C)(C)C.C(=O)([O-])[O-].[K+].[K+].[Cl:35][C:36]1[CH:46]=[C:45](F)[C:44]([F:48])=[CH:43][C:37]=1[C:38]([N:40]([CH3:42])[CH3:41])=[O:39]. (2) Given the product [CH2:33]([O:32][C:30]([N:24]1[CH2:25][CH2:26][N:27]([CH2:22][C:16]2([C:13]3[CH:14]=[CH:15][C:10]([O:9][CH2:8][CH2:7][CH2:6][N:1]4[CH2:5][CH2:4][CH2:3][CH2:2]4)=[CH:11][CH:12]=3)[CH2:17][CH2:18][O:19][CH2:20][CH2:21]2)[CH2:28][CH2:29]1)=[O:31])[CH3:34], predict the reactants needed to synthesize it. The reactants are: [N:1]1([CH2:6][CH2:7][CH2:8][O:9][C:10]2[CH:15]=[CH:14][C:13]([C:16]3([CH:22]=O)[CH2:21][CH2:20][O:19][CH2:18][CH2:17]3)=[CH:12][CH:11]=2)[CH2:5][CH2:4][CH2:3][CH2:2]1.[N:24]1([C:30]([O:32][CH2:33][CH3:34])=[O:31])[CH2:29][CH2:28][NH:27][CH2:26][CH2:25]1. (3) Given the product [CH3:15][C:16]1([CH3:30])[CH2:21][O:20][B:19]([C:2]2[CH:9]=[CH:8][C:7]([C:10]3([OH:14])[CH2:13][CH2:12][CH2:11]3)=[CH:6][C:3]=2[C:4]#[N:5])[O:18][CH2:17]1, predict the reactants needed to synthesize it. The reactants are: Br[C:2]1[CH:9]=[CH:8][C:7]([C:10]2([OH:14])[CH2:13][CH2:12][CH2:11]2)=[CH:6][C:3]=1[C:4]#[N:5].[CH3:15][C:16]1([CH3:30])[CH2:21][O:20][B:19]([B:19]2[O:20][CH2:21][C:16]([CH3:30])([CH3:15])[CH2:17][O:18]2)[O:18][CH2:17]1.[K].O. (4) Given the product [NH:17]([C:26]([O:28][C:29]([CH3:32])([CH3:31])[CH3:30])=[O:27])[CH2:18][C:19]([NH:21][CH2:22][C:23]([NH:1][C@H:2]([C:6]([NH:8][C@H:9]([C:14]([OH:16])=[O:15])[CH2:10][CH:11]([CH3:12])[CH3:13])=[O:7])[CH:3]([CH3:5])[CH3:4])=[O:24])=[O:20], predict the reactants needed to synthesize it. The reactants are: [NH2:1][C@H:2]([C:6]([NH:8][C@H:9]([C:14]([OH:16])=[O:15])[CH2:10][CH:11]([CH3:13])[CH3:12])=[O:7])[CH:3]([CH3:5])[CH3:4].[NH:17]([C:26]([O:28][C:29]([CH3:32])([CH3:31])[CH3:30])=[O:27])[CH2:18][C:19]([NH:21][CH2:22][C:23](O)=[O:24])=[O:20].CN1CCOCC1.CN(C=O)C.